From a dataset of Experimentally validated miRNA-target interactions with 360,000+ pairs, plus equal number of negative samples. Binary Classification. Given a miRNA mature sequence and a target amino acid sequence, predict their likelihood of interaction. (1) The miRNA is hsa-miR-1266-3p with sequence CCCUGUUCUAUGCCCUGAGGGA. The protein sequence of the target gene is MGILYSEPICQAAYQNDFGQVWRWVKEDSSYANVQDGFNGDTPLICACRRGHVRIVSFLLRRNANVNLKNQKERTCLHYAVKKKFTFIDYLLIILLMPVLLIGYFLMVSKTKQNEALVRMLLDAGVEVNATDCYGCTALHYACEMKNQSLIPLLLEARADPTIKNKHGESSLDIARRLKFSQIELMLRKAL. Result: 0 (no interaction). (2) The miRNA is hsa-miR-2467-3p with sequence AGCAGAGGCAGAGAGGCUCAGG. The protein sequence of the target gene is MDGSGEQPRGGGPTSSEQIMKTGALLLQGFIQDRAGRMGGEAPELALDPVPQDASTKKLSECLKRIGDELDSNMELQRMIAAVDTDSPREVFFRVAADMFSDGNFNWGRVVALFYFASKLVLKALCTKVPELIRTIMGWTLDFLRERLLGWIQDQGGWDGLLSYFGTPTWQTVTIFVAGVLTASLTIWKKMG. Result: 0 (no interaction). (3) The miRNA is mmu-miR-379-5p with sequence UGGUAGACUAUGGAACGUAGG. The protein sequence of the target gene is MDRAALRAAAMGEKKEGGGGGDAAAAEGGAGAAASRALQQCGQLQKLIDISIGSLRGLRTKCAVSNDLTQQEIRTLEAKLVRYICKQRQCKLSVAPGERTPELNSYPRFSDWLYTFNVRPEVVQEIPRDLTLDALLEMNEAKVKETLRRCGASGDECGRLQYALTCLRKVTGLGGEHKEDSSWSSLDARRESGSGPSTDTLSAASLPWPPGSSQLGRAGNSAQGPRSISVSALPASDSPTPSFSEGLSDTCIPLHASGRLTPRALHSFITPPTTPQLRRHTKLKPPRTPPPPSRKVFQLL.... Result: 0 (no interaction). (4) The miRNA is hsa-miR-3692-5p with sequence CCUGCUGGUCAGGAGUGGAUACUG. The protein sequence of the target gene is MFGKKKKRVEISAPSNFEHRVHTGFDQHEQKFTGLPRQWQSLIEESARRPKPLIDPACITSIQPGAPKTIVRGSKGAKDGALTLLLDEFENMSVTRSNSLRRESPPPPARAHQENGMLEERAAPARMAPDKAGSRARATGHSEAGSGSGDRRRVGPEKRPKSSRDGPGGPQEASRDKRPLSGPDVSTPQPGSLTSGTKLAAGRPFNTYPRADTDHPPRGAQGEPHTMAPNGPSATGLAAPQSSSSSRPPTRARGAPSPGVLGPHASEPQLAPPARALAAPAVPPAPGPPGPRSPQREPQR.... Result: 0 (no interaction). (5) The miRNA is hsa-miR-3171 with sequence AGAUGUAUGGAAUCUGUAUAUAUC. The protein sequence of the target gene is MVRFGDELGGRYGGPGGGERARGGGAGGAGGPGPGGLQPGQRVLYKQSIAQRARTMALYNPIPVKQNCFTVNRSLFVFSEDNVVRKYAKRITEWPPFEYMILATIIANCIVLALEQHLPDGDKTPMSERLDDTEPYFIGIFCFEAGIKIIALGFVFHKGSYLRNGWNVMDFVVVLTGILATAGTDFDLRTLRAVRVLRPLKLVSGIPSLQVVLKSIMKAMVPLLQIGLLLFFAILMFAIIGLEFYMGKFHKACFPNSTDAEPVGDFPCGKEAPARLCEGDTECREYWPGPNFGITNFDNI.... Result: 0 (no interaction).